Predict the reactants needed to synthesize the given product. From a dataset of Full USPTO retrosynthesis dataset with 1.9M reactions from patents (1976-2016). (1) Given the product [CH:20]1[C:15]([C:12]([O:11][O:10][C:1]([CH3:4])([CH3:3])[CH3:2])=[O:25])=[CH:16][CH:17]=[CH:18][CH:19]=1, predict the reactants needed to synthesize it. The reactants are: [C:1]([O:10][O:11][C:12]([C:15]1[CH:20]=[CH:19][CH:18]=[CH:17][CH:16]=1)(C)C)([C:4]1C=CC=CC=1)([CH3:3])[CH3:2].C([O:25]OCCCC)CCC.[O-]O.C1(C(C)C)C=CC=CC=1. (2) Given the product [F:19][C:18]([F:21])([F:20])[C:15]1[CH:16]=[CH:17][C:12]([NH:11][C:9]2[N:10]=[C:6]3[CH:5]=[CH:4][CH:3]=[C:2]([N:23]4[CH2:28][CH2:27][CH2:26][C@H:25]([OH:29])[CH2:24]4)[N:7]3[N:8]=2)=[CH:13][CH:14]=1, predict the reactants needed to synthesize it. The reactants are: Br[C:2]1[N:7]2[N:8]=[C:9]([NH:11][C:12]3[CH:17]=[CH:16][C:15]([C:18]([F:21])([F:20])[F:19])=[CH:14][CH:13]=3)[N:10]=[C:6]2[CH:5]=[CH:4][CH:3]=1.Cl.[NH:23]1[CH2:28][CH2:27][CH2:26][C@H:25]([OH:29])[CH2:24]1.C(N(C(C)C)CC)(C)C. (3) Given the product [CH3:23][O:24][C:25](=[O:35])[CH2:26][C:27]1[C:28](=[O:34])[N:29]([NH2:16])[CH:30]=[CH:31][C:32]=1[CH3:33], predict the reactants needed to synthesize it. The reactants are: C(=O)([O-])[O-].[Cs+].[Cs+].C1(P(C2C=CC=CC=2)(O[NH2:16])=O)C=CC=CC=1.[CH3:23][O:24][C:25](=[O:35])[CH2:26][C:27]1[C:28](=[O:34])[NH:29][CH:30]=[CH:31][C:32]=1[CH3:33]. (4) Given the product [CH2:1]([O:8][C:9]([N:11]1[CH:15]=[C:14]([CH:16]=[CH:17][C:30]2[CH:29]=[CH:28][C:27]([N:33]3[CH2:34][C:35](=[O:46])[N:36]([CH2:40][CH2:41][Si:42]([CH3:45])([CH3:44])[CH3:43])[S:37]3(=[O:39])=[O:38])=[C:26]([O:25][CH2:18][C:19]3[CH:24]=[CH:23][CH:22]=[CH:21][CH:20]=3)[CH:31]=2)[CH:13]=[N:12]1)=[O:10])[C:2]1[CH:3]=[CH:4][CH:5]=[CH:6][CH:7]=1.[CH2:18]([O:25][C:26]1[CH:31]=[C:30]([CH:17]=[CH:16][C:14]2[CH:15]=[N:11][NH:12][CH:13]=2)[CH:29]=[CH:28][C:27]=1[N:33]1[S:37](=[O:39])(=[O:38])[N:36]([CH2:40][CH2:41][Si:42]([CH3:45])([CH3:44])[CH3:43])[C:35](=[O:46])[CH2:34]1)[C:19]1[CH:24]=[CH:23][CH:22]=[CH:21][CH:20]=1, predict the reactants needed to synthesize it. The reactants are: [CH2:1]([O:8][C:9]([N:11]1[CH:15]=[C:14]([CH:16]=[CH2:17])[CH:13]=[N:12]1)=[O:10])[C:2]1[CH:7]=[CH:6][CH:5]=[CH:4][CH:3]=1.[CH2:18]([O:25][C:26]1[CH:31]=[C:30](I)[CH:29]=[CH:28][C:27]=1[N:33]1[S:37](=[O:39])(=[O:38])[N:36]([CH2:40][CH2:41][Si:42]([CH3:45])([CH3:44])[CH3:43])[C:35](=[O:46])[CH2:34]1)[C:19]1[CH:24]=[CH:23][CH:22]=[CH:21][CH:20]=1. (5) Given the product [Br:22][C:17]1[CH:16]=[C:15]([CH:20]=[CH:19][C:18]=1[O:21][CH2:30][CH2:31][O:32][CH3:33])[CH2:14][C@H:10]1[O:11][CH2:12][CH2:13][NH:8][CH2:9]1, predict the reactants needed to synthesize it. The reactants are: C([N:8]1[CH2:13][CH2:12][O:11][C@H:10]([CH2:14][C:15]2[CH:20]=[CH:19][C:18]([OH:21])=[C:17]([Br:22])[CH:16]=2)[CH2:9]1)(OC(C)(C)C)=O.C(=O)([O-])[O-].[K+].[K+].Br[CH2:30][CH2:31][O:32][CH3:33]. (6) Given the product [CH2:1]([N:4]1[C:13](=[O:14])[C:12]2[C:7](=[N:8][C:9]([NH:15][C:19]3[CH:18]=[CH:36][C:30]([O:29][CH2:28][CH2:27][N:26]([CH2:37][CH3:38])[CH2:24][CH3:25])=[CH:31][CH:32]=3)=[N:10][CH:11]=2)[N:6]([CH:20]([CH3:22])[CH3:21])[C:5]1=[O:23])[CH:2]=[CH2:3], predict the reactants needed to synthesize it. The reactants are: [CH2:1]([N:4]1[C:13](=[O:14])[C:12]2[C:7](=[N:8][C:9]([N:15]3[CH:19]=[CH:18]N=C3)=[N:10][CH:11]=2)[N:6]([CH:20]([CH3:22])[CH3:21])[C:5]1=[O:23])[CH:2]=[CH2:3].[CH2:24]([N:26]([CH2:37][CH3:38])[CH2:27][CH2:28][O:29][C:30]1[CH:36]=CC(N)=[CH:32][CH:31]=1)[CH3:25].